The task is: Binary Classification. Given a drug SMILES string, predict its activity (active/inactive) in a high-throughput screening assay against a specified biological target.. This data is from Tyrosyl-DNA phosphodiesterase HTS with 341,365 compounds. (1) The molecule is O(CC(=O)C(C)(C)C)C(=O)c1cc(NC(=O)c2occc2)ccc1. The result is 0 (inactive). (2) The drug is O=C(NC1CCCCCC1)Cn1c(c(c(c1C)C(OCC)=O)C)c1ccccc1. The result is 0 (inactive). (3) The compound is O=C(NC(CCC(O)=O)C(O)=O)C(NC(=O)C)CC(O)=O. The result is 1 (active). (4) The result is 0 (inactive). The compound is O=C(NN\C=C1\C(=O)C(OC)=CC=C1)C(n1nc(c([N+]([O-])=O)c1C)C)C. (5) The drug is Brc1sc(CN2CCN(CC2)c2ccc(OC)cc2)cc1. The result is 0 (inactive). (6) The drug is O=C(NC(CC)(C)C)C(N(Cc1ccccc1)C(=O)CCC(=O)Nc1noc(c1)C)c1ccc(OC)cc1. The result is 0 (inactive). (7) The molecule is S(=O)(=O)(c1cc2c3N(CC2)C(=O)CCc3c1)CCC(=O)NCc1cc(OC)ccc1. The result is 0 (inactive).